From a dataset of Reaction yield outcomes from USPTO patents with 853,638 reactions. Predict the reaction yield, written as a fraction of the theoretical maximum amount of product (1.0 means a 100% yield; for example, 0.34 means a 34% yield). (1) The reactants are [BH4-].[Na+].[CH3:3][O:4][C:5]([CH2:7][N:8]1[C:12](/[CH:13]=[C:14]2\[CH2:15][N:16]([C:21]([C:34]3[CH:39]=[CH:38][CH:37]=[CH:36][CH:35]=3)([C:28]3[CH:33]=[CH:32][CH:31]=[CH:30][CH:29]=3)[C:22]3[CH:27]=[CH:26][CH:25]=[CH:24][CH:23]=3)[CH2:17][CH2:18][C:19]\2=[O:20])=[CH:11][N:10]=[N:9]1)=[O:6]. The catalyst is O1CCCC1. The product is [CH3:3][O:4][C:5]([CH2:7][N:8]1[C:12](/[CH:13]=[C:14]2\[CH2:15][N:16]([C:21]([C:34]3[CH:35]=[CH:36][CH:37]=[CH:38][CH:39]=3)([C:28]3[CH:29]=[CH:30][CH:31]=[CH:32][CH:33]=3)[C:22]3[CH:23]=[CH:24][CH:25]=[CH:26][CH:27]=3)[CH2:17][CH2:18][CH:19]\2[OH:20])=[CH:11][N:10]=[N:9]1)=[O:6]. The yield is 0.290. (2) The reactants are [F:1][C:2]1[CH:7]=[CH:6][C:5]([OH:8])=[CH:4][CH:3]=1.[Br:9][CH2:10][CH2:11][CH2:12]Br.C([O-])([O-])=O.[Cs+].[Cs+]. The catalyst is C(#N)C. The product is [F:1][C:2]1[CH:7]=[CH:6][C:5]([O:8][CH2:12][CH2:11][CH2:10][Br:9])=[CH:4][CH:3]=1. The yield is 0.147. (3) The reactants are [NH2:1][C:2]1[N:23]=[C:22](Cl)[CH:21]=[CH:20][C:3]=1[C:4]([NH:6][CH2:7][C:8]1[S:9][C:10]([O:13][C:14]2[CH:19]=[CH:18][CH:17]=[CH:16][CH:15]=2)=[CH:11][CH:12]=1)=[O:5].C1C=CC(CC(NCN[C@H](C(O)=O)CC2C=CC([N+]([O-])=O)=CC=2)=O)=CC=1.[Cl:51][C:52]1[CH:59]=[CH:58][C:55]([CH2:56][NH2:57])=[CH:54][CH:53]=1.C(N(CC)C(C)C)(C)C.C(CN)O.FC(F)(F)C(O)=O. The catalyst is CS(C)=O.O. The product is [NH2:1][C:2]1[N:23]=[C:22]([NH:57][CH2:56][C:55]2[CH:58]=[CH:59][C:52]([Cl:51])=[CH:53][CH:54]=2)[CH:21]=[CH:20][C:3]=1[C:4]([NH:6][CH2:7][C:8]1[S:9][C:10]([O:13][C:14]2[CH:19]=[CH:18][CH:17]=[CH:16][CH:15]=2)=[CH:11][CH:12]=1)=[O:5]. The yield is 0.240. (4) The reactants are [Cl:1][C:2]1[CH:7]=[CH:6][C:5]([N:8]2[C:13](=[O:14])[C:12]3[CH:15]=[N:16][N:17]([C:18]4[CH:23]=[CH:22][CH:21]=[CH:20][CH:19]=4)[C:11]=3[N:10]=[C:9]2[C:24]2[CH:29]=[CH:28][C:27](B3OC(C)(C)C(C)(C)O3)=[CH:26][CH:25]=2)=[CH:4][CH:3]=1.[NH2:39][C:40]1[CH:45]=[CH:44][C:43](Br)=[CH:42][N:41]=1.C([O-])([O-])=O.[Cs+].[Cs+]. The catalyst is C1C=CC(P(C2C=CC=CC=2)[C-]2C=CC=C2)=CC=1.C1C=CC(P(C2C=CC=CC=2)[C-]2C=CC=C2)=CC=1.Cl[Pd]Cl.[Fe+2]. The product is [NH2:39][C:40]1[N:41]=[CH:42][C:43]([C:27]2[CH:28]=[CH:29][C:24]([C:9]3[N:8]([C:5]4[CH:4]=[CH:3][C:2]([Cl:1])=[CH:7][CH:6]=4)[C:13](=[O:14])[C:12]4[CH:15]=[N:16][N:17]([C:18]5[CH:23]=[CH:22][CH:21]=[CH:20][CH:19]=5)[C:11]=4[N:10]=3)=[CH:25][CH:26]=2)=[CH:44][CH:45]=1. The yield is 0.520. (5) The reactants are [CH3:1][O:2][C:3]1[CH:27]=[CH:26][C:6]([CH2:7][N:8]2[C:12]3=[N:13][CH:14]=[CH:15][C:16]([O:17][C:18]4[N:23]=[CH:22][C:21]([NH2:24])=[CH:20][CH:19]=4)=[C:11]3[C:10]([CH3:25])=[N:9]2)=[CH:5][CH:4]=1.[F:28][C:29]1[CH:34]=[CH:33][C:32]([N:35]2[C:40](=[O:41])[C:39]([C:42](O)=[O:43])=[CH:38][CH:37]=[N:36]2)=[CH:31][CH:30]=1.CCN=C=NCCCN(C)C.C(N(C(C)C)C(C)C)C. The catalyst is O.CN(C=O)C. The product is [F:28][C:29]1[CH:34]=[CH:33][C:32]([N:35]2[C:40](=[O:41])[C:39]([C:42]([NH:24][C:21]3[CH:22]=[N:23][C:18]([O:17][C:16]4[CH:15]=[CH:14][N:13]=[C:12]5[N:8]([CH2:7][C:6]6[CH:5]=[CH:4][C:3]([O:2][CH3:1])=[CH:27][CH:26]=6)[N:9]=[C:10]([CH3:25])[C:11]=45)=[CH:19][CH:20]=3)=[O:43])=[CH:38][CH:37]=[N:36]2)=[CH:31][CH:30]=1. The yield is 0.900.